Dataset: Reaction yield outcomes from USPTO patents with 853,638 reactions. Task: Predict the reaction yield, written as a fraction of the theoretical maximum amount of product (1.0 means a 100% yield; for example, 0.34 means a 34% yield). (1) The reactants are [CH3:1][O:2][C:3]1[CH:12]=[CH:11][C:6]2[C:7](=[O:10])[CH2:8][O:9][C:5]=2[C:4]=1[C:13]#[C:14][CH2:15][N:16]1[CH2:21][CH2:20][N:19]([C:22]([O:24][C:25]([CH3:28])([CH3:27])[CH3:26])=[O:23])[CH2:18][CH2:17]1.[NH:29]1[C:37]2[C:32](=[CH:33][CH:34]=[CH:35][CH:36]=2)[C:31]([CH:38]=O)=[N:30]1.N1CCCCC1. The catalyst is CO. The product is [NH:29]1[C:37]2[C:32](=[CH:33][CH:34]=[CH:35][CH:36]=2)[C:31](/[CH:38]=[C:8]2\[O:9][C:5]3[C:4]([C:13]#[C:14][CH2:15][N:16]4[CH2:17][CH2:18][N:19]([C:22]([O:24][C:25]([CH3:28])([CH3:27])[CH3:26])=[O:23])[CH2:20][CH2:21]4)=[C:3]([O:2][CH3:1])[CH:12]=[CH:11][C:6]=3[C:7]\2=[O:10])=[N:30]1. The yield is 0.940. (2) The reactants are [NH:1]1[CH2:4][CH:3]([NH:5][C:6](=[O:12])[O:7][C:8]([CH3:11])([CH3:10])[CH3:9])[CH2:2]1.C(=O)([O-])[O-].[K+].[K+].[NH2:19][C:20]1[C:25]([S:26](Cl)(=[O:28])=[O:27])=[CH:24][C:23]([Br:30])=[CH:22][N:21]=1. The catalyst is O1CCOCC1.O. The product is [NH2:19][C:20]1[C:25]([S:26]([N:1]2[CH2:4][CH:3]([NH:5][C:6](=[O:12])[O:7][C:8]([CH3:9])([CH3:11])[CH3:10])[CH2:2]2)(=[O:28])=[O:27])=[CH:24][C:23]([Br:30])=[CH:22][N:21]=1. The yield is 0.800.